Predict the reactants needed to synthesize the given product. From a dataset of Full USPTO retrosynthesis dataset with 1.9M reactions from patents (1976-2016). (1) Given the product [N:1]1([C:5]2[CH:10]=[CH:9][N:8]3[CH:11]=[C:12]([C:14]4[CH:19]=[CH:18][CH:17]=[C:16]([O:20][CH2:32][F:33])[CH:15]=4)[N:13]=[C:7]3[CH:6]=2)[CH2:2][CH2:3][CH2:4]1, predict the reactants needed to synthesize it. The reactants are: [N:1]1([C:5]2[CH:10]=[CH:9][N:8]3[CH:11]=[C:12]([C:14]4[CH:15]=[C:16]([OH:20])[CH:17]=[CH:18][CH:19]=4)[N:13]=[C:7]3[CH:6]=2)[CH2:4][CH2:3][CH2:2]1.CC1C=CC(S(O[CH2:32][F:33])(=O)=O)=CC=1.C([O-])([O-])=O.[Cs+].[Cs+].CN(C=O)C. (2) Given the product [CH2:1]([O:5][C:6]([N:8]1[CH2:12][C@H:11]([S:13][C:28](=[O:30])[CH3:29])[CH2:10][C@H:9]1[CH2:14][N:15]([C:25](=[O:27])[CH3:26])[CH2:16][C:17]1[CH:22]=[C:21]([F:23])[CH:20]=[CH:19][C:18]=1[F:24])=[O:7])[CH2:2][CH2:3][CH3:4], predict the reactants needed to synthesize it. The reactants are: [CH2:1]([O:5][C:6]([N:8]1[CH2:12][C@H:11]([SH:13])[CH2:10][C@H:9]1[CH2:14][N:15]([C:25](=[O:27])[CH3:26])[CH2:16][C:17]1[CH:22]=[C:21]([F:23])[CH:20]=[CH:19][C:18]=1[F:24])=[O:7])[CH2:2][CH2:3][CH3:4].[C:28](Cl)(=[O:30])[CH3:29].